This data is from Full USPTO retrosynthesis dataset with 1.9M reactions from patents (1976-2016). The task is: Predict the reactants needed to synthesize the given product. (1) Given the product [F:1][C:2]1[CH:7]=[CH:6][C:5]([CH:8]([C:10]2[N:19]=[C:18]([NH:20][C:21]3[CH:25]=[C:24]([O:26][CH3:27])[NH:23][N:22]=3)[C:17]3[C:12](=[CH:13][CH:14]=[CH:15][CH:16]=3)[N:11]=2)[OH:9])=[CH:4][CH:3]=1, predict the reactants needed to synthesize it. The reactants are: [F:1][C:2]1[CH:7]=[CH:6][C:5]([C:8]([C:10]2[N:19]=[C:18]([NH:20][C:21]3[CH:25]=[C:24]([O:26][CH3:27])[NH:23][N:22]=3)[C:17]3[C:12](=[CH:13][CH:14]=[CH:15][CH:16]=3)[N:11]=2)=[O:9])=[CH:4][CH:3]=1.N1C=CC(NC2C3C(=CC=CC=3)N=C(C(C3C=CC(F)=CC=3)=O)N=2)=N1. (2) Given the product [CH2:1]([N:5]1[C:13]2[C:12](=[O:14])[N:11]([CH3:15])[C:10]([O:30][C:31]3([C:34]([O:36][CH2:37][CH3:38])=[O:35])[CH2:33][CH2:32]3)=[N:9][C:8]=2[N:7]=[C:6]1[N:17]1[CH2:22][CH2:21][N:20]([C:23]([O:25][C:26]([CH3:29])([CH3:28])[CH3:27])=[O:24])[CH2:19][CH2:18]1)[C:2]#[C:3][CH3:4], predict the reactants needed to synthesize it. The reactants are: [CH2:1]([N:5]1[C:13]2[C:12](=[O:14])[N:11]([CH3:15])[C:10](Cl)=[N:9][C:8]=2[N:7]=[C:6]1[N:17]1[CH2:22][CH2:21][N:20]([C:23]([O:25][C:26]([CH3:29])([CH3:28])[CH3:27])=[O:24])[CH2:19][CH2:18]1)[C:2]#[C:3][CH3:4].[OH:30][C:31]1([C:34]([O:36][CH2:37][CH3:38])=[O:35])[CH2:33][CH2:32]1.[H-].[Na+].Cl. (3) Given the product [N:1]1([CH2:6][C:7]2[CH:12]=[CH:11][C:10]([N:13]3[CH2:14][CH2:15][CH:16]([CH2:19][N:25]4[CH2:26][CH2:27][CH:22]([OH:21])[CH2:23][CH2:24]4)[CH2:17][CH2:18]3)=[CH:9][CH:8]=2)[CH2:2][CH2:3][CH2:4][CH2:5]1, predict the reactants needed to synthesize it. The reactants are: [N:1]1([CH2:6][C:7]2[CH:12]=[CH:11][C:10]([N:13]3[CH2:18][CH2:17][CH:16]([CH:19]=O)[CH2:15][CH2:14]3)=[CH:9][CH:8]=2)[CH2:5][CH2:4][CH2:3][CH2:2]1.[OH:21][CH:22]1[CH2:27][CH2:26][NH:25][CH2:24][CH2:23]1. (4) Given the product [F:1][C:2]1[CH:3]=[C:4]([N:9]2[CH2:14][CH2:13][CH2:12][N:11]3[N:15]=[C:16]([NH:18][CH:47]4[CH2:48][CH2:49][N:44]([C:40]5[CH:39]=[C:38]([CH3:37])[N:43]=[CH:42][N:41]=5)[CH2:45][CH2:46]4)[N:17]=[C:10]23)[CH:5]=[CH:6][C:7]=1[F:8], predict the reactants needed to synthesize it. The reactants are: [F:1][C:2]1[CH:3]=[C:4]([N:9]2[CH2:14][CH2:13][CH2:12][N:11]3[N:15]=[C:16]([NH2:18])[N:17]=[C:10]23)[CH:5]=[CH:6][C:7]=1[F:8].C(N(CC)CC)C.CP(C)C.C1(C)C=CC=CC=1.[CH3:37][C:38]1[N:43]=[CH:42][N:41]=[C:40]([N:44]2[CH2:49][CH2:48][C:47](=O)[CH2:46][CH2:45]2)[CH:39]=1.C(Cl)Cl. (5) Given the product [CH3:34][S:35]([N:31]1[CH2:32][CH2:33][N:28]([C:25]2[CH:26]=[CH:27][C:22]([O:21][CH2:20][C@@H:15]3[O:14][C:13]4=[N:12][C:11]([N+:8]([O-:10])=[O:9])=[CH:19][N:18]4[CH2:17][CH2:16]3)=[CH:23][CH:24]=2)[CH2:29][CH2:30]1)(=[O:37])=[O:36], predict the reactants needed to synthesize it. The reactants are: C(N(CC)CC)C.[N+:8]([C:11]1[N:12]=[C:13]2[N:18]([CH:19]=1)[CH2:17][CH2:16][C@H:15]([CH2:20][O:21][C:22]1[CH:27]=[CH:26][C:25]([N:28]3[CH2:33][CH2:32][NH:31][CH2:30][CH2:29]3)=[CH:24][CH:23]=1)[O:14]2)([O-:10])=[O:9].[CH3:34][S:35](Cl)(=[O:37])=[O:36].Cl.